This data is from Reaction yield outcomes from USPTO patents with 853,638 reactions. The task is: Predict the reaction yield, written as a fraction of the theoretical maximum amount of product (1.0 means a 100% yield; for example, 0.34 means a 34% yield). (1) The reactants are [CH:1]([C@H:14]1[O:19][CH2:18][C@@H:17]([NH2:20])[CH2:16][CH2:15]1)([C:8]1[CH:13]=[CH:12][CH:11]=[CH:10][CH:9]=1)[C:2]1[CH:7]=[CH:6][CH:5]=[CH:4][CH:3]=1.[Cl:21][C:22]1[CH:23]=[C:24]([CH:27]=[CH:28][C:29]=1[Cl:30])[CH:25]=O.C(O)(=O)C.[BH3-]C#N.[Na+]. The catalyst is ClCCCl.CO. The product is [CH:1]([C@H:14]1[O:19][CH2:18][C@@H:17]([NH:20][CH2:25][C:24]2[CH:27]=[CH:28][C:29]([Cl:30])=[C:22]([Cl:21])[CH:23]=2)[CH2:16][CH2:15]1)([C:8]1[CH:13]=[CH:12][CH:11]=[CH:10][CH:9]=1)[C:2]1[CH:3]=[CH:4][CH:5]=[CH:6][CH:7]=1. The yield is 0.750. (2) The reactants are [NH2:1][C:2]1[CH:10]=[CH:9][C:5]([C:6]([OH:8])=[O:7])=[CH:4][C:3]=1[N+:11]([O-:13])=[O:12].[Cl-].[CH3:15]O. No catalyst specified. The product is [CH3:15][O:7][C:6](=[O:8])[C:5]1[CH:9]=[CH:10][C:2]([NH2:1])=[C:3]([N+:11]([O-:13])=[O:12])[CH:4]=1. The yield is 0.810.